From a dataset of Buchwald-Hartwig C-N cross coupling reaction yields with 55,370 reactions. Predict the reaction yield, written as a fraction of the theoretical maximum amount of product (1.0 means a 100% yield; for example, 0.34 means a 34% yield). The reactants are COc1ccc(Br)cc1.Cc1ccc(N)cc1.O=S(=O)(O[Pd]1c2ccccc2-c2ccccc2N~1)C(F)(F)F.CC(C)c1cc(C(C)C)c(-c2ccccc2P(C2CCCCC2)C2CCCCC2)c(C(C)C)c1.CCN=P(N=P(N(C)C)(N(C)C)N(C)C)(N(C)C)N(C)C.CCOC(=O)c1cc(C)on1. The yield is 0.166. No catalyst specified. The product is COc1ccc(Nc2ccc(C)cc2)cc1.